This data is from Full USPTO retrosynthesis dataset with 1.9M reactions from patents (1976-2016). The task is: Predict the reactants needed to synthesize the given product. (1) Given the product [Cl:23][C:18]1[CH:17]=[C:16]([C:14]2[N:15]=[C:11]([C:9]3[CH:10]=[C:5]([C:3]([OH:2])=[O:4])[C:6]([C:24]4[CH:29]=[CH:28][C:27]([C:30](=[O:32])[NH:33][CH2:34][C:35]5[CH:36]=[N:37][CH:38]=[CH:39][CH:40]=5)=[CH:26][CH:25]=4)=[CH:7][CH:8]=3)[S:12][CH:13]=2)[CH:21]=[CH:20][C:19]=1[Cl:22], predict the reactants needed to synthesize it. The reactants are: C[O:2][C:3]([C:5]1[C:6]([C:24]2[CH:29]=[CH:28][C:27]([C:30]([OH:32])=O)=[CH:26][CH:25]=2)=[CH:7][CH:8]=[C:9]([C:11]2[S:12][CH:13]=[C:14]([C:16]3[CH:21]=[CH:20][C:19]([Cl:22])=[C:18]([Cl:23])[CH:17]=3)[N:15]=2)[CH:10]=1)=[O:4].[NH2:33][CH2:34][C:35]1[CH:36]=[N:37][CH:38]=[CH:39][CH:40]=1. (2) Given the product [F:15][C:13]1[CH:12]=[C:11]([CH2:16][CH2:17][C:18]([O:20][CH3:21])=[O:19])[CH:10]=[C:9]([OH:8])[CH:14]=1, predict the reactants needed to synthesize it. The reactants are: C([O:8][C:9]1[CH:10]=[C:11]([CH:16]=[CH:17][C:18]([O:20][CH3:21])=[O:19])[CH:12]=[C:13]([F:15])[CH:14]=1)C1C=CC=CC=1. (3) Given the product [F:1][CH:2]([F:13])[O:3][CH2:4][C@@H:5]1[CH2:8][CH2:7][C@H:6]1[C:9]([OH:11])=[O:10], predict the reactants needed to synthesize it. The reactants are: [F:1][CH:2]([F:13])[O:3][CH2:4][C@@H:5]1[CH2:8][CH2:7][C@H:6]1[C:9]([O:11]C)=[O:10].CO.[OH-].[Na+]. (4) Given the product [Cl:1][C:2]1[N:7]=[N:6][C:5]([C:8]([NH2:22])=[O:9])=[C:4]([NH:13][C:14]2[CH:19]=[CH:18][C:17]([CH3:20])=[C:16]([CH3:21])[N:15]=2)[CH:3]=1, predict the reactants needed to synthesize it. The reactants are: [Cl:1][C:2]1[N:7]=[N:6][C:5]([C:8](OCC)=[O:9])=[C:4]([NH:13][C:14]2[CH:19]=[CH:18][C:17]([CH3:20])=[C:16]([CH3:21])[N:15]=2)[CH:3]=1.[NH3:22].CO. (5) Given the product [CH2:2]([NH:9][C@H:10]1[CH2:14][CH2:13][C@@H:12]([C:15]([NH2:1])=[O:17])[CH2:11]1)[C:3]1[CH:8]=[CH:7][CH:6]=[CH:5][CH:4]=1, predict the reactants needed to synthesize it. The reactants are: [NH3:1].[CH2:2]([NH:9][C@H:10]1[CH2:14][CH2:13][C@@H:12]([C:15]([O:17]C)=O)[CH2:11]1)[C:3]1[CH:8]=[CH:7][CH:6]=[CH:5][CH:4]=1. (6) Given the product [C:2](=[O:3])([O:18][CH2:17][CH2:16][O:15][CH2:14][CH2:13][O:12][CH2:11][CH2:10][O:9][CH3:8])[O:4][CH:5]([Cl:7])[CH3:6], predict the reactants needed to synthesize it. The reactants are: Cl[C:2]([O:4][CH:5]([Cl:7])[CH3:6])=[O:3].[CH3:8][O:9][CH2:10][CH2:11][O:12][CH2:13][CH2:14][O:15][CH2:16][CH2:17][OH:18].N1C=CC=CC=1. (7) Given the product [C:21]([O:25][C:26](=[O:37])[NH:27][CH2:28][C:29]1[CH:30]=[CH:31][C:32]([CH2:35][NH:1][CH2:2][CH2:3][O:4][CH2:5][CH2:6][N:7]([CH2:11][CH2:12][CH3:13])[CH2:8][CH2:9][CH3:10])=[CH:33][CH:34]=1)([CH3:24])([CH3:23])[CH3:22], predict the reactants needed to synthesize it. The reactants are: [NH2:1][CH2:2][CH2:3][O:4][CH2:5][CH2:6][N:7]([CH2:11][CH2:12][CH3:13])[CH2:8][CH2:9][CH3:10].C(OC)(OC)OC.[C:21]([O:25][C:26](=[O:37])[NH:27][CH2:28][C:29]1[CH:34]=[CH:33][C:32]([CH:35]=O)=[CH:31][CH:30]=1)([CH3:24])([CH3:23])[CH3:22].[BH4-].[Na+]. (8) Given the product [CH2:1]([O:8][C:9](=[O:30])[C@@H:10]([NH:22][C:23]([O:25][C:26]([CH3:27])([CH3:29])[CH3:28])=[O:24])[CH2:11][C:12](=[O:21])[NH:13][C:14]1[CH:19]=[CH:18][CH:17]=[CH:16][C:15]=1[NH:20][CH2:31][CH2:32][CH2:33][CH2:34][CH3:35])[C:2]1[CH:7]=[CH:6][CH:5]=[CH:4][CH:3]=1, predict the reactants needed to synthesize it. The reactants are: [CH2:1]([O:8][C:9](=[O:30])[C@@H:10]([NH:22][C:23]([O:25][C:26]([CH3:29])([CH3:28])[CH3:27])=[O:24])[CH2:11][C:12](=[O:21])[NH:13][C:14]1[CH:19]=[CH:18][CH:17]=[CH:16][C:15]=1[NH2:20])[C:2]1[CH:7]=[CH:6][CH:5]=[CH:4][CH:3]=1.[CH:31](=O)[CH2:32][CH2:33][CH2:34][CH3:35].C(O[BH-](OC(=O)C)OC(=O)C)(=O)C.[Na+].C(Cl)(Cl)Cl.